This data is from NCI-60 drug combinations with 297,098 pairs across 59 cell lines. The task is: Regression. Given two drug SMILES strings and cell line genomic features, predict the synergy score measuring deviation from expected non-interaction effect. Drug 1: C1=CN(C(=O)N=C1N)C2C(C(C(O2)CO)O)O.Cl. Drug 2: B(C(CC(C)C)NC(=O)C(CC1=CC=CC=C1)NC(=O)C2=NC=CN=C2)(O)O. Cell line: HCT-15. Synergy scores: CSS=22.0, Synergy_ZIP=-1.63, Synergy_Bliss=0.781, Synergy_Loewe=-18.9, Synergy_HSA=-2.33.